From a dataset of Peptide-MHC class II binding affinity with 134,281 pairs from IEDB. Regression. Given a peptide amino acid sequence and an MHC pseudo amino acid sequence, predict their binding affinity value. This is MHC class II binding data. (1) The peptide sequence is NKSSGPNELGRFKHTDAC. The MHC is DRB1_0301 with pseudo-sequence DRB1_0301. The binding affinity (normalized) is 0. (2) The peptide sequence is GELQIVDKIDAAFTI. The MHC is DRB1_0802 with pseudo-sequence DRB1_0802. The binding affinity (normalized) is 0.430.